Task: Predict which catalyst facilitates the given reaction.. Dataset: Catalyst prediction with 721,799 reactions and 888 catalyst types from USPTO Reactant: [C:1]1([C@H:7]2[N:21]3[C:22]4[C:14]([C:15]5[C:16]([O:23][CH2:24][CH2:25]Cl)=[CH:17][CH:18]=[CH:19][C:20]=53)=[CH:13][CH:12]=[CH:11][C:10]=4[O:9][CH2:8]2)[CH:6]=[CH:5][CH:4]=[CH:3][CH:2]=1.[I-].[Na+].C(=O)([O-])[O-:30].[K+].[K+].[CH2:35]([CH2:37][NH2:38])O. Product: [C:1]1([C@H:7]2[N:21]3[C:22]4[C:14]([C:15]5[C:16]([O:23][CH2:24][CH2:25][NH:38][CH:37]([OH:30])[CH3:35])=[CH:17][CH:18]=[CH:19][C:20]=53)=[CH:13][CH:12]=[CH:11][C:10]=4[O:9][CH2:8]2)[CH:6]=[CH:5][CH:4]=[CH:3][CH:2]=1. The catalyst class is: 3.